Dataset: Reaction yield outcomes from USPTO patents with 853,638 reactions. Task: Predict the reaction yield, written as a fraction of the theoretical maximum amount of product (1.0 means a 100% yield; for example, 0.34 means a 34% yield). The yield is 0.370. The reactants are [F:1][CH2:2][CH2:3][NH:4][C:5]1[CH:10]=[CH:9][N:8]=[C:7]([NH2:11])[CH:6]=1.Br[CH2:13][C:14]([C:16]1[CH:21]=[CH:20][C:19]([OH:22])=[C:18]([O:23][CH3:24])[CH:17]=1)=O. No catalyst specified. The product is [F:1][CH2:2][CH2:3][NH:4][C:5]1[CH:10]=[CH:9][N:8]2[CH:13]=[C:14]([C:16]3[CH:21]=[CH:20][C:19]([OH:22])=[C:18]([O:23][CH3:24])[CH:17]=3)[N:11]=[C:7]2[CH:6]=1.